Dataset: Forward reaction prediction with 1.9M reactions from USPTO patents (1976-2016). Task: Predict the product of the given reaction. (1) Given the reactants [Br:1][C:2]1[C:7]2[CH2:8][O:9][CH:10]([C:12]3[CH:17]=[CH:16][CH:15]=[CH:14][CH:13]=3)[O:11][C:6]=2[C:5]([OH:18])=[C:4]([N+:19]([O-:21])=[O:20])[CH:3]=1.[CH3:22][CH:23](O)[CH3:24].C1C=CC(P(C2C=CC=CC=2)C2C=CC=CC=2)=CC=1.CCOC(/N=N/C(OCC)=O)=O, predict the reaction product. The product is: [Br:1][C:2]1[C:7]2[CH2:8][O:9][CH:10]([C:12]3[CH:13]=[CH:14][CH:15]=[CH:16][CH:17]=3)[O:11][C:6]=2[C:5]([O:18][CH:23]([CH3:24])[CH3:22])=[C:4]([N+:19]([O-:21])=[O:20])[CH:3]=1. (2) The product is: [ClH:39].[NH2:8][CH2:9][C:10]1[N:11]([CH2:35][CH:36]([CH3:38])[CH3:37])[C:12](=[O:34])[C:13]2[C:18]([C:19]=1[C:20]1[CH:21]=[CH:22][CH:23]=[CH:24][CH:25]=1)=[CH:17][C:16]([C:26]1[S:27][CH:28]=[C:29]([C:31]([OH:33])=[O:32])[N:30]=1)=[CH:15][CH:14]=2. Given the reactants C(OC([NH:8][CH2:9][C:10]1[N:11]([CH2:35][CH:36]([CH3:38])[CH3:37])[C:12](=[O:34])[C:13]2[C:18]([C:19]=1[C:20]1[CH:25]=[CH:24][CH:23]=[CH:22][CH:21]=1)=[CH:17][C:16]([C:26]1[S:27][CH:28]=[C:29]([C:31]([OH:33])=[O:32])[N:30]=1)=[CH:15][CH:14]=2)=O)(C)(C)C.[ClH:39], predict the reaction product. (3) The product is: [CH3:1][C:2]1[NH:6][C:5]2[CH:7]=[C:8]([C:11]3[CH:12]=[CH:13][C:14]4[O:20][CH2:19][CH2:18][N:17]([C:21]5[C:30]6[C:25](=[CH:26][CH:27]=[C:28]([OH:31])[CH:29]=6)[N:24]=[CH:23][N:22]=5)[CH2:16][C:15]=4[CH:39]=3)[CH:9]=[CH:10][C:4]=2[N:3]=1. Given the reactants [CH3:1][C:2]1[NH:6][C:5]2[CH:7]=[C:8]([C:11]3[CH:12]=[CH:13][C:14]4[O:20][CH2:19][CH2:18][N:17]([C:21]5[C:30]6[C:25](=[CH:26][CH:27]=[C:28]([O:31]CC7C=CC=CC=7)[CH:29]=6)[N:24]=[CH:23][N:22]=5)[CH2:16][C:15]=4[CH:39]=3)[CH:9]=[CH:10][C:4]=2[N:3]=1, predict the reaction product.